Task: Predict the reactants needed to synthesize the given product.. Dataset: Full USPTO retrosynthesis dataset with 1.9M reactions from patents (1976-2016) (1) Given the product [Cl:22][C:23]1[CH:28]=[CH:27][C:26]([C:29]#[N:30])=[CH:25][C:24]=1[CH2:31][S:32]([NH:35][C:13]1[C:18]([O:19][CH3:20])=[CH:17][N:16]=[C:15]([Cl:21])[N:14]=1)(=[O:33])=[O:34], predict the reactants needed to synthesize it. The reactants are: ClC1C=C(S(N[C:13]2[C:18]([O:19][CH3:20])=[CH:17][N:16]=[C:15]([Cl:21])[N:14]=2)(=O)=O)C=CC=1Cl.[Cl:22][C:23]1[CH:28]=[CH:27][C:26]([C:29]#[N:30])=[CH:25][C:24]=1[CH2:31][S:32]([NH2:35])(=[O:34])=[O:33].ClC1C=C(S(N)(=O)=O)C=CC=1Cl. (2) Given the product [Cl:11][C:9]1[CH:10]=[C:5]([CH2:4][C:3]([OH:26])=[O:2])[CH:6]=[C:7]([C:12]2[CH:17]=[CH:16][C:15]([C:18]([F:21])([F:20])[F:19])=[CH:14][C:13]=2[CH2:22][NH:23][CH2:24][CH3:25])[CH:8]=1, predict the reactants needed to synthesize it. The reactants are: C[O:2][C:3](=[O:26])[CH2:4][C:5]1[CH:6]=[C:7]([C:12]2[CH:17]=[CH:16][C:15]([C:18]([F:21])([F:20])[F:19])=[CH:14][C:13]=2[CH2:22][NH:23][CH2:24][CH3:25])[CH:8]=[C:9]([Cl:11])[CH:10]=1.[Li+].[OH-]. (3) Given the product [CH:1]([C:4]1[CH:10]=[CH:9][CH:8]=[CH:7][C:5]=1[Br:20])([CH3:3])[CH3:2], predict the reactants needed to synthesize it. The reactants are: [CH:1]([C:4]1[CH:10]=[CH:9][CH:8]=[CH:7][C:5]=1N)([CH3:3])[CH3:2].N([O-])=O.[Na+].S(=O)(=O)(O)N.[BrH:20]. (4) Given the product [O:27]1[C:28]2[CH:34]=[CH:33][CH:32]=[CH:31][C:29]=2[N:30]=[C:26]1[NH:1][C@H:2]1[CH2:6][N:5]([C:7]([O:9][C:10]([CH3:11])([CH3:12])[CH3:13])=[O:8])[C@H:4]([C:14]([O:16][CH3:17])=[O:15])[CH2:3]1, predict the reactants needed to synthesize it. The reactants are: [NH2:1][C@H:2]1[CH2:6][N:5]([C:7]([O:9][C:10]([CH3:13])([CH3:12])[CH3:11])=[O:8])[C@H:4]([C:14]([O:16][CH3:17])=[O:15])[CH2:3]1.C(N(CC)CC)C.Cl[C:26]1[O:27][C:28]2[CH:34]=[CH:33][CH:32]=[CH:31][C:29]=2[N:30]=1.O. (5) Given the product [N:47]1[CH:48]=[C:43]([C:17]2[CH:16]=[CH:15][C:14]3[N:13]([C:31]4[C:67]5[C:68](=[CH:11][CH:12]=[CH:20][CH:19]=5)[CH:34]=[CH:35][CH:40]=4)[C:12]4[C:20]([C:19]=3[CH:18]=2)=[CH:16][C:15]([C:43]2[CH:44]=[CH:45][C:46]([C:49]3[CH:50]=[N:51][CH:52]=[CH:53][CH:54]=3)=[N:47][CH:48]=2)=[CH:14][CH:11]=4)[CH:44]=[CH:45][C:46]=1[C:49]1[CH:50]=[N:51][CH:52]=[CH:53][CH:54]=1, predict the reactants needed to synthesize it. The reactants are: CC1(C)C(C)(C)OB(C2C=[CH:11][C:12]3[N:13]([C:31]4[C:40]5[C:35](=CC=CC=5)[CH:34]=CC=4)[C:14]4[C:19]([C:20]=3C=2)=[CH:18][C:17](B2OC(C)(C)C(C)(C)O2)=[CH:16][CH:15]=4)O1.Br[C:43]1[CH:44]=[CH:45][C:46]([C:49]2[CH:50]=[N:51][CH:52]=[CH:53][CH:54]=2)=[N:47][CH:48]=1.P([O-])([O-])([O-])=O.[K+].[K+].[K+].O1[CH2:68][CH2:67]OCC1. (6) The reactants are: [Br:1][C:2]1[C:3]([N:9](O)/[CH:10]=[N:11]/[H])=[N:4][CH:5]=[C:6]([I:8])[CH:7]=1.FC(F)(F)C(OC(=O)C(F)(F)F)=O.C(=O)(O)[O-].[Na+]. Given the product [Br:1][C:2]1[C:3]2[N:4]([N:11]=[CH:10][N:9]=2)[CH:5]=[C:6]([I:8])[CH:7]=1, predict the reactants needed to synthesize it.